Dataset: Full USPTO retrosynthesis dataset with 1.9M reactions from patents (1976-2016). Task: Predict the reactants needed to synthesize the given product. (1) The reactants are: [CH:1]1([C:4]2[N:8]([C:9]3[N:14]=[CH:13][C:12]([NH:15][C:16](=[O:23])[C:17]4[CH:22]=[CH:21][N:20]=[CH:19][CH:18]=4)=[CH:11][CH:10]=3)[N:7]=[C:6]([C:24]([F:27])([F:26])[F:25])[CH:5]=2)[CH2:3][CH2:2]1.C(O)(=O)C1C=CN=CC=1.[ClH:37]. Given the product [ClH:37].[CH:1]1([C:4]2[N:8]([C:9]3[N:14]=[CH:13][C:12]([NH:15][C:16](=[O:23])[C:17]4[CH:22]=[CH:21][N:20]=[CH:19][CH:18]=4)=[CH:11][CH:10]=3)[N:7]=[C:6]([C:24]([F:27])([F:25])[F:26])[CH:5]=2)[CH2:3][CH2:2]1, predict the reactants needed to synthesize it. (2) Given the product [F:6][C:7]1[CH:12]=[C:11]([F:13])[CH:10]=[CH:9][C:8]=1[C:14]1[CH:19]=[CH:18][C:5]2[O:4][C:2](=[O:3])[N:23]([C:24]3[CH:29]=[CH:28][CH:27]=[C:26]([C:30]([F:31])([F:32])[F:33])[CH:25]=3)[C:21](=[O:22])[C:16]=2[CH:15]=1, predict the reactants needed to synthesize it. The reactants are: Cl[C:2]([O:4][CH3:5])=[O:3].[F:6][C:7]1[CH:12]=[C:11]([F:13])[CH:10]=[CH:9][C:8]=1[C:14]1[CH:19]=[CH:18]C(O)=[C:16]([C:21]([NH:23][C:24]2[CH:29]=[CH:28][CH:27]=[C:26]([C:30]([F:33])([F:32])[F:31])[CH:25]=2)=[O:22])[CH:15]=1.Cl. (3) Given the product [CH3:4][C:5]1[C:6]2[CH:7]=[CH:8][C:9]([OH:20])=[CH:10][C:11]=2[O:25][C:23](=[O:24])[CH:22]=1, predict the reactants needed to synthesize it. The reactants are: C[C@@]12C(=O)CC[C@H]1[C@H]1[C@@H:5]([C:6]3[CH:7]=[CH:8][C:9]([OH:20])=[CH:10][C:11]=3CC1)[CH2:4]C2.N[CH2:22][C:23]([OH:25])=[O:24].[OH-].[Na+]. (4) The reactants are: [Br:1][CH2:2][CH2:3][CH2:4][CH2:5]/[CH:6]=[CH:7]\[CH:8]=[CH:9]/[CH2:10][CH2:11][CH2:12][CH2:13]Br.[N:15]1[CH:20]=[CH:19][CH:18]=[CH:17][C:16]=1[CH3:21]. Given the product [Br-:1].[Br-:1].[CH2:2]([N+:15]1[CH:20]=[CH:19][CH:18]=[CH:17][C:16]=1[CH3:21])[CH2:3][CH2:4][CH2:5]/[CH:6]=[CH:7]\[CH:8]=[CH:9]/[CH2:10][CH2:11][CH2:12][CH2:13][N+:15]1[CH:20]=[CH:19][CH:18]=[CH:17][C:16]=1[CH3:21], predict the reactants needed to synthesize it. (5) Given the product [Cl:5][C:6]1[CH:7]=[CH:8][C:9]([O:16][CH:2]([CH3:4])[CH3:3])=[C:10]([CH:15]=1)[C:11]([O:13][CH3:14])=[O:12], predict the reactants needed to synthesize it. The reactants are: I[CH:2]([CH3:4])[CH3:3].[Cl:5][C:6]1[CH:7]=[CH:8][C:9]([OH:16])=[C:10]([CH:15]=1)[C:11]([O:13][CH3:14])=[O:12].C(=O)([O-])[O-].[K+].[K+]. (6) Given the product [CH:8]1([NH:12][C:13]2[N:18]=[C:17]3[CH2:19][N:20]([C:41]([N:40]([CH3:44])[CH3:39])=[O:42])[CH2:21][CH2:22][C:16]3=[N:15][C:14]=2[N:23]2[CH2:28][CH2:27][CH:26]([O:29][C:30]3[CH:35]=[CH:34][C:33]([O:36][CH3:37])=[CH:32][C:31]=3[F:38])[CH2:25][CH2:24]2)[CH2:9][CH2:10][CH2:11]1.[C:2]([OH:3])([C:4]([F:7])([F:6])[F:5])=[O:1], predict the reactants needed to synthesize it. The reactants are: [OH:1][C:2]([C:4]([F:7])([F:6])[F:5])=[O:3].[CH:8]1([NH:12][C:13]2[N:18]=[C:17]3[CH2:19][NH:20][CH2:21][CH2:22][C:16]3=[N:15][C:14]=2[N:23]2[CH2:28][CH2:27][CH:26]([O:29][C:30]3[CH:35]=[CH:34][C:33]([O:36][CH3:37])=[CH:32][C:31]=3[F:38])[CH2:25][CH2:24]2)[CH2:11][CH2:10][CH2:9]1.[CH3:39][N:40]([CH3:44])[C:41](Cl)=[O:42].C(N(CC)CC)C. (7) Given the product [F:18][CH:17]([F:19])[C:9]1[N:8]([C:6]2[N:5]=[C:4]([N:20]3[CH2:25][CH2:24][O:23][CH2:22][CH2:21]3)[N:3]=[C:2]([N:26]3[CH2:31][CH2:30][NH:29][CH2:28][CH2:27]3)[N:7]=2)[C:12]2[CH:13]=[CH:14][CH:15]=[CH:16][C:11]=2[N:10]=1, predict the reactants needed to synthesize it. The reactants are: Cl[C:2]1[N:7]=[C:6]([N:8]2[C:12]3[CH:13]=[CH:14][CH:15]=[CH:16][C:11]=3[N:10]=[C:9]2[CH:17]([F:19])[F:18])[N:5]=[C:4]([N:20]2[CH2:25][CH2:24][O:23][CH2:22][CH2:21]2)[N:3]=1.[NH:26]1[CH2:31][CH2:30][NH:29][CH2:28][CH2:27]1.CC(C)=O. (8) Given the product [CH2:18]([C:13]1[C:12]([CH2:11][O:10][C:7]2[CH:8]=[CH:9][C:4]([C:3]([NH:23][CH:24]([CH2:27][OH:28])[CH2:25][OH:26])=[O:22])=[CH:5][N:6]=2)=[C:16]([CH3:17])[O:15][N:14]=1)[CH2:19][CH2:20][CH3:21], predict the reactants needed to synthesize it. The reactants are: CO[C:3](=[O:22])[C:4]1[CH:9]=[CH:8][C:7]([O:10][CH2:11][C:12]2[C:13]([CH2:18][CH2:19][CH2:20][CH3:21])=[N:14][O:15][C:16]=2[CH3:17])=[N:6][CH:5]=1.[NH2:23][CH:24]([CH2:27][OH:28])[CH2:25][OH:26]. (9) Given the product [CH3:15][C:9]1[CH:10]=[CH:11][CH:12]=[C:13]([CH3:14])[C:8]=1[C:6]1[N:7]=[C:2]([NH:23][C:24]2[CH:29]=[CH:28][CH:27]=[CH:26][CH:25]=2)[C:3]([NH2:16])=[N:4][CH:5]=1, predict the reactants needed to synthesize it. The reactants are: Br[C:2]1[C:3]([NH2:16])=[N:4][CH:5]=[C:6]([C:8]2[C:13]([CH3:14])=[CH:12][CH:11]=[CH:10][C:9]=2[CH3:15])[N:7]=1.C(=O)([O-])[O-].[Na+].[Na+].[NH2:23][C:24]1[CH:29]=[CH:28][CH:27]=[CH:26][CH:25]=1. (10) Given the product [C:10]([C:7]1[CH:8]=[CH:9][C:2]([O:19][CH3:18])=[C:3]([CH:6]=1)[C:4]#[N:5])#[CH:11], predict the reactants needed to synthesize it. The reactants are: F[C:2]1[CH:9]=[CH:8][C:7]([C:10]#[C:11][Si](C)(C)C)=[CH:6][C:3]=1[C:4]#[N:5].CO.[C:18](=O)([O-])[O-:19].[Cs+].[Cs+].